This data is from Forward reaction prediction with 1.9M reactions from USPTO patents (1976-2016). The task is: Predict the product of the given reaction. (1) Given the reactants [O:1]([C:8]1[CH:13]=[CH:12][CH:11]=[CH:10][C:9]=1[C:14]1[CH:19]=[CH:18][C:17]([OH:20])=[CH:16][CH:15]=1)[C:2]1[CH:7]=[CH:6][CH:5]=[CH:4][CH:3]=1.C([O-])([O-])=O.[Cs+].[Cs+].[CH2:27]([O:29][C:30](=[O:35])[CH2:31][CH2:32][CH2:33]Br)[CH3:28], predict the reaction product. The product is: [CH2:27]([O:29][C:30](=[O:35])[CH2:31][CH2:32][CH2:33][O:20][C:17]1[CH:16]=[CH:15][C:14]([C:9]2[CH:10]=[CH:11][CH:12]=[CH:13][C:8]=2[O:1][C:2]2[CH:7]=[CH:6][CH:5]=[CH:4][CH:3]=2)=[CH:19][CH:18]=1)[CH3:28]. (2) The product is: [ClH:69].[CH3:4][C:2]([N:5]([C:9]1[S:10][C:11]2[CH:17]=[C:16]([S:18][C:19]3[N:23]4[N:24]=[C:25]([N:28]5[CH2:33][CH2:32][N:31]([CH3:34])[CH2:30][CH2:29]5)[CH:26]=[CH:27][C:22]4=[N:21][N:20]=3)[CH:15]=[CH:14][C:12]=2[N:13]=1)[C:6](=[O:7])[OH:8])([CH3:1])[CH3:3]. Given the reactants [CH3:1][C:2]([N:5]([C:9]1[S:10][C:11]2[CH:17]=[C:16]([S:18][C:19]3[N:23]4[N:24]=[C:25]([N:28]5[CH2:33][CH2:32][N:31]([CH3:34])[CH2:30][CH2:29]5)[CH:26]=[CH:27][C:22]4=[N:21][N:20]=3)[CH:15]=[CH:14][C:12]=2[N:13]=1)[C:6](=[O:8])[O-:7])([CH3:4])[CH3:3].CC(N(C1SC2C=C(SC#N)C=CC=2N=1)C(=O)[O-])(C)C.P([O-])(O)(O)=O.[K+].SCC(C(CS)O)O.[Cl:69]C1N2N=C(N3CCN(C)CC3)C=CC2=NN=1, predict the reaction product. (3) Given the reactants [O:1]1[CH2:6][CH2:5][CH:4]([O:7][C:8]2[CH:15]=[CH:14][C:11]([CH:12]=O)=[CH:10][CH:9]=2)[CH2:3][CH2:2]1.[NH2:16][C:17]1[N:18]=[N:19][C:20]([CH3:23])=[CH:21][CH:22]=1.C([O:26][C:27](=O)[C:28]([OH:41])=[CH:29][C:30]([C:32]1[CH:37]=[CH:36][C:35]([CH:38]([CH3:40])[CH3:39])=[CH:34][CH:33]=1)=[O:31])C, predict the reaction product. The product is: [OH:41][C:28]1[C:27](=[O:26])[N:16]([C:17]2[N:18]=[N:19][C:20]([CH3:23])=[CH:21][CH:22]=2)[CH:12]([C:11]2[CH:14]=[CH:15][C:8]([O:7][CH:4]3[CH2:5][CH2:6][O:1][CH2:2][CH2:3]3)=[CH:9][CH:10]=2)[C:29]=1[C:30](=[O:31])[C:32]1[CH:37]=[CH:36][C:35]([CH:38]([CH3:40])[CH3:39])=[CH:34][CH:33]=1. (4) The product is: [NH2:3][CH:4]1[CH2:9][CH2:8][N:7]([C:10]([O:12][C:13]([CH3:14])([CH3:15])[CH3:16])=[O:11])[CH2:6][CH:5]1[CH2:17][O:18][CH3:19]. Given the reactants CO/[N:3]=[C:4]1\[CH:5]([CH2:17][O:18][CH3:19])[CH2:6][N:7]([C:10]([O:12][C:13]([CH3:16])([CH3:15])[CH3:14])=[O:11])[CH2:8][CH2:9]\1, predict the reaction product. (5) Given the reactants FC1C=C(C=CC=1)CN1C2C(=CC=CC=2CCC2C=CC(C(O)=O)=CC=2)CC1.[CH3:29][O:30][C:31]1[CH:32]=[C:33]([CH:57]=[C:58]([O:60][CH3:61])[CH:59]=1)[CH2:34][N:35]1[C:44]2[C:39](=[CH:40][CH:41]=[CH:42][C:43]=2[CH2:45][CH2:46][C:47]2[CH:56]=[CH:55][C:50]([C:51]([O:53]C)=[O:52])=[CH:49][CH:48]=2)[CH2:38][CH2:37][CH2:36]1.[Li+].[OH-], predict the reaction product. The product is: [CH3:29][O:30][C:31]1[CH:32]=[C:33]([CH:57]=[C:58]([O:60][CH3:61])[CH:59]=1)[CH2:34][N:35]1[C:44]2[C:39](=[CH:40][CH:41]=[CH:42][C:43]=2[CH2:45][CH2:46][C:47]2[CH:56]=[CH:55][C:50]([C:51]([OH:53])=[O:52])=[CH:49][CH:48]=2)[CH2:38][CH2:37][CH2:36]1. (6) Given the reactants [C:1]1([C:14]2[CH:19]=[CH:18][CH:17]=[CH:16][CH:15]=2)[CH:6]=[CH:5][C:4]([NH:7][C:8](=[O:13])[CH2:9][C:10]([OH:12])=O)=[CH:3][CH:2]=1.CCN(C(C)C)C(C)C.C1C=CC2N(O)N=NC=2C=1.CCN=C=NCCCN(C)C.Cl.Cl.Cl.[NH:53]1[CH2:58][CH2:57][CH:56]([NH:59][C:60]2[CH:65]=[CH:64][CH:63]=[CH:62][C:61]=2[CH3:66])[CH2:55][CH2:54]1, predict the reaction product. The product is: [C:1]1([C:14]2[CH:19]=[CH:18][CH:17]=[CH:16][CH:15]=2)[CH:2]=[CH:3][C:4]([NH:7][C:8](=[O:13])[CH2:9][C:10](=[O:12])[N:53]2[CH2:58][CH2:57][CH:56]([NH:59][C:60]3[CH:65]=[CH:64][CH:63]=[CH:62][C:61]=3[CH3:66])[CH2:55][CH2:54]2)=[CH:5][CH:6]=1. (7) Given the reactants I[C:2]1[CH:3]=[N:4][N:5]2[CH2:10][C@H:9]([CH3:11])[N:8]([C:12]([O:14][C:15]([CH3:18])([CH3:17])[CH3:16])=[O:13])[CH2:7][C:6]=12.[O:19]=[C:20]1[NH:24][CH2:23][CH:22]([C:25]([O:27]C)=[O:26])[CH2:21]1.[C@H]1(N)CCCC[C@@H]1N.[O-]P([O-])([O-])=O.[K+].[K+].[K+], predict the reaction product. The product is: [C:15]([O:14][C:12]([N:8]1[C@@H:9]([CH3:11])[CH2:10][N:5]2[N:4]=[CH:3][C:2]([N:24]3[C:20](=[O:19])[CH2:21][CH:22]([C:25]([OH:27])=[O:26])[CH2:23]3)=[C:6]2[CH2:7]1)=[O:13])([CH3:18])([CH3:17])[CH3:16]. (8) Given the reactants [CH3:1]O.[OH-].[Na+].CS([O:9][CH2:10][C:11]1[CH:16]=[C:15]([C:17]([O:19][CH2:20][CH3:21])=[CH2:18])[N:14]=[C:13]([Cl:22])[N:12]=1)(=O)=O, predict the reaction product. The product is: [Cl:22][C:13]1[N:14]=[C:15]([C:17]([O:19][CH2:20][CH3:21])=[CH2:18])[CH:16]=[C:11]([CH2:10][O:9][CH3:1])[N:12]=1. (9) Given the reactants [CH:1]1[C:13]2[CH:12]([CH2:14][O:15][C:16](=[O:59])[N:17]([CH2:27][CH2:28][CH2:29][CH2:30][CH2:31][CH2:32][N:33]([CH2:51][CH:52](OCC)[O:53]CC)[C:34]([O:36][CH2:37][CH:38]3[C:50]4[CH:49]=[CH:48][CH:47]=[CH:46][C:45]=4[C:44]4[C:39]3=[CH:40][CH:41]=[CH:42][CH:43]=4)=[O:35])[CH2:18][C:19]3[CH:24]=[CH:23][C:22]([CH:25]=[CH2:26])=[CH:21][CH:20]=3)[C:11]3[C:6](=[CH:7][CH:8]=[CH:9][CH:10]=3)[C:5]=2[CH:4]=[CH:3][CH:2]=1.COC1C=CC(O)=CC=1.FC(F)(F)C(O)=O.O, predict the reaction product. The product is: [CH:1]1[C:13]2[CH:12]([CH2:14][O:15][C:16](=[O:59])[N:17]([CH2:27][CH2:28][CH2:29][CH2:30][CH2:31][CH2:32][N:33]([C:34]([O:36][CH2:37][CH:38]3[C:50]4[CH:49]=[CH:48][CH:47]=[CH:46][C:45]=4[C:44]4[C:39]3=[CH:40][CH:41]=[CH:42][CH:43]=4)=[O:35])[CH2:51][CH:52]=[O:53])[CH2:18][C:19]3[CH:24]=[CH:23][C:22]([CH:25]=[CH2:26])=[CH:21][CH:20]=3)[C:11]3[C:6](=[CH:7][CH:8]=[CH:9][CH:10]=3)[C:5]=2[CH:4]=[CH:3][CH:2]=1. (10) Given the reactants [F:1][C:2]1([F:18])[O:6][C:5]2[CH:7]=[CH:8][CH:9]=[C:10]([C:11]3[CH:16]=[CH:15][NH:14][C:13](=[O:17])[N:12]=3)[C:4]=2[O:3]1.[H-].[Na+].Br[CH2:22][CH2:23][CH2:24][CH2:25][Cl:26].O, predict the reaction product. The product is: [Cl:26][CH2:25][CH2:24][CH2:23][CH2:22][N:14]1[CH:15]=[CH:16][C:11]([C:10]2[C:4]3[O:3][C:2]([F:1])([F:18])[O:6][C:5]=3[CH:7]=[CH:8][CH:9]=2)=[N:12][C:13]1=[O:17].